This data is from Full USPTO retrosynthesis dataset with 1.9M reactions from patents (1976-2016). The task is: Predict the reactants needed to synthesize the given product. (1) Given the product [CH2:20]([O:22][C:23]([C@H:25]1[CH2:30][CH2:29][C@H:28]([NH:31][C:5]2[N:10]=[C:9]([N:11]3[C:19]4[C:14](=[CH:15][CH:16]=[CH:17][CH:18]=4)[CH:13]=[N:12]3)[CH:8]=[CH:7][N:6]=2)[CH2:27][CH2:26]1)=[O:24])[CH3:21], predict the reactants needed to synthesize it. The reactants are: CS([C:5]1[N:10]=[C:9]([N:11]2[C:19]3[C:14](=[CH:15][CH:16]=[CH:17][CH:18]=3)[CH:13]=[N:12]2)[CH:8]=[CH:7][N:6]=1)(=O)=O.[CH2:20]([O:22][C:23]([C@H:25]1[CH2:30][CH2:29][C@H:28]([NH2:31])[CH2:27][CH2:26]1)=[O:24])[CH3:21]. (2) Given the product [Br:12][CH:8]1[CH2:9][CH2:10][CH:5]([CH2:1][CH2:2][CH2:3][CH3:4])[CH2:6][C:7]1=[O:11], predict the reactants needed to synthesize it. The reactants are: [CH2:1]([CH:5]1[CH2:10][CH2:9][CH2:8][C:7](=[O:11])[CH2:6]1)[CH2:2][CH2:3][CH3:4].[Br:12]C1CC(C(C)C)CCC1=O. (3) Given the product [Cl:1][C:2]1[C:3]2[N:10]([CH2:18][C:19]([O:21][CH2:22][CH3:23])=[O:20])[CH:9]=[CH:8][C:4]=2[N:5]=[CH:6][N:7]=1, predict the reactants needed to synthesize it. The reactants are: [Cl:1][C:2]1[C:3]2[NH:10][CH:9]=[CH:8][C:4]=2[N:5]=[CH:6][N:7]=1.C(=O)([O-])[O-].[Cs+].[Cs+].Br[CH2:18][C:19]([O:21][CH2:22][CH3:23])=[O:20]. (4) The reactants are: CC([O:4][C:5]([C:7]([O:10][C:11]1[CH:12]=[CH:13][C:14]([C:17]([C:19]2[CH:20]=[CH:21][C:22]([Cl:25])=[CH:23][CH:24]=2)=[O:18])=[CH:15][CH:16]=1)([CH3:9])[CH3:8])=[O:6])C.[OH-].[Na+].Cl. Given the product [CH3:9][C:7]([O:10][C:11]1[CH:12]=[CH:13][C:14]([C:17]([C:19]2[CH:24]=[CH:23][C:22]([Cl:25])=[CH:21][CH:20]=2)=[O:18])=[CH:15][CH:16]=1)([C:5]([OH:6])=[O:4])[CH3:8], predict the reactants needed to synthesize it. (5) Given the product [CH2:9]([N:14]1[CH:13]=[C:12]2[C:7](=[CH:8][CH:9]([C:23]3[CH:24]=[CH:25][C:26]([C:29]#[N:30])=[CH:27][CH:28]=3)[C:10](=[O:22])[NH:11]2)[C:6]([OH:31])=[C:5]1[C:3]([NH:32][CH2:33][CH2:34][C:35]([OH:37])=[O:36])=[O:4])[C:23]1[CH:28]=[CH:27][CH:26]=[CH:25][CH:24]=1, predict the reactants needed to synthesize it. The reactants are: CO[C:3]([C:5]1[C:6]([OH:31])=[C:7]2[C:12](=[CH:13][N:14]=1)[N:11](CC1C=CC=CC=1)[C:10](=[O:22])[C:9]([C:23]1[CH:28]=[CH:27][C:26]([C:29]#[N:30])=[CH:25][CH:24]=1)=[CH:8]2)=[O:4].[NH2:32][CH2:33][CH2:34][C:35]([OH:37])=[O:36].C[O-].[Na+]. (6) Given the product [CH:26]([C:3]1[C:2]([CH3:1])=[C:11]([CH3:12])[C:10]([CH2:13][C:14]2[CH:15]=[CH:16][C:17]([C:20]3[N:21]=[N:22][N:23]([CH3:25])[CH:24]=3)=[CH:18][CH:19]=2)=[CH:9][C:4]=1[C:5]([O:7][CH3:8])=[O:6])=[O:30], predict the reactants needed to synthesize it. The reactants are: [CH3:1][C:2]1[C:3]([CH:26]=C)=[C:4]([CH:9]=[C:10]([CH2:13][C:14]2[CH:19]=[CH:18][C:17]([C:20]3[N:21]=[N:22][N:23]([CH3:25])[CH:24]=3)=[CH:16][CH:15]=2)[C:11]=1[CH3:12])[C:5]([O:7][CH3:8])=[O:6].CC(C)=[O:30].C(#N)C.I([O-])(=O)(=O)=O.[Na+].